From a dataset of Full USPTO retrosynthesis dataset with 1.9M reactions from patents (1976-2016). Predict the reactants needed to synthesize the given product. Given the product [CH3:1][N:2]1[CH2:15][CH2:14][C:5]2[N:6]([C:17]3[CH:22]=[CH:21][N:20]=[CH:19][CH:18]=3)[C:7]3[CH:8]=[CH:9][C:10]([CH3:13])=[CH:11][C:12]=3[C:4]=2[CH2:3]1, predict the reactants needed to synthesize it. The reactants are: [CH3:1][N:2]1[CH2:15][CH2:14][C:5]2[NH:6][C:7]3[CH:8]=[CH:9][C:10]([CH3:13])=[CH:11][C:12]=3[C:4]=2[CH2:3]1.Br[C:17]1[CH:22]=[CH:21][N:20]=[CH:19][CH:18]=1.[O-]P([O-])([O-])=O.[K+].[K+].[K+].N1CCC[C@H]1C(O)=O.